This data is from Full USPTO retrosynthesis dataset with 1.9M reactions from patents (1976-2016). The task is: Predict the reactants needed to synthesize the given product. (1) Given the product [CH3:9][C:10]1[N:11]=[C:12]([C:20]2[CH:25]=[CH:24][CH:23]=[CH:22][CH:21]=2)[C:13]2[CH2:19][CH2:18][N:17]([C:36]3[CH:37]=[CH:38][N:39]=[C:34]([C@H:32]([OH:31])[CH3:33])[N:35]=3)[CH2:16][C:14]=2[N:15]=1, predict the reactants needed to synthesize it. The reactants are: C(OCC)(=O)CCC.[CH3:9][C:10]1[N:11]=[C:12]([C:20]2[CH:25]=[CH:24][CH:23]=[CH:22][CH:21]=2)[C:13]2[CH2:19][CH2:18][NH:17][CH2:16][C:14]=2[N:15]=1.C([O:31][C@@H:32]([C:34]1[N:39]=[C:38](Cl)[CH:37]=[CH:36][N:35]=1)[CH3:33])(=O)CCC.C(N(CC)CC)C. (2) Given the product [NH2:23][C:21]1[CH:20]=[CH:19][C:3]([O:4][C:5]2[CH:13]=[C:12]3[C:8]([CH2:9][CH2:10][C:11]3([C:15]([F:16])([F:17])[F:18])[OH:14])=[CH:7][CH:6]=2)=[C:2]([Cl:1])[CH:22]=1, predict the reactants needed to synthesize it. The reactants are: [Cl:1][C:2]1[CH:22]=[C:21]([N+:23]([O-])=O)[CH:20]=[CH:19][C:3]=1[O:4][C:5]1[CH:13]=[C:12]2[C:8]([CH2:9][CH2:10][C:11]2([C:15]([F:18])([F:17])[F:16])[OH:14])=[CH:7][CH:6]=1.[Cl-].[Ca+2].[Cl-].O. (3) The reactants are: [Br:1][C:2]1[C:10]2[C:5](=[CH:6][CH:7]=[C:8]([Cl:11])[CH:9]=2)[NH:4][N:3]=1.[C:12](=O)([O-])[O-].[Cs+].[Cs+].IC. Given the product [Br:1][C:2]1[C:10]2[C:5](=[CH:6][CH:7]=[C:8]([Cl:11])[CH:9]=2)[N:4]([CH3:12])[N:3]=1, predict the reactants needed to synthesize it. (4) Given the product [CH3:14][C:15]1[N:16]([C:2]2[CH:9]=[CH:8][C:5]([C:6]#[N:7])=[CH:4][C:3]=2[C:10]([F:13])([F:12])[F:11])[CH:17]=[CH:18][N:19]=1, predict the reactants needed to synthesize it. The reactants are: Cl[C:2]1[CH:9]=[CH:8][C:5]([C:6]#[N:7])=[CH:4][C:3]=1[C:10]([F:13])([F:12])[F:11].[CH3:14][C:15]1[NH:16][CH:17]=[CH:18][N:19]=1. (5) The reactants are: [C:1]1([C:7]([C:50]2[CH:55]=[CH:54][CH:53]=[CH:52][CH:51]=2)([C:44]2[CH:49]=[CH:48][CH:47]=[CH:46][CH:45]=2)[N:8]2[N:12]=[C:11]([C:13]3[CH:18]=[CH:17][CH:16]=[CH:15][C:14]=3[C:19]3[CH:24]=[CH:23][C:22]([CH2:25][N:26]([C:33]4[CH:34]=[C:35]([CH:41]=[CH:42][CH:43]=4)[C:36]([O:38]CC)=[O:37])[C:27](=[O:32])[CH2:28][CH2:29][CH2:30][CH3:31])=[CH:21][CH:20]=3)[N:10]=[N:9]2)[CH:6]=[CH:5][CH:4]=[CH:3][CH:2]=1.[OH-].[Na+]. Given the product [C:44]1([C:7]([C:50]2[CH:51]=[CH:52][CH:53]=[CH:54][CH:55]=2)([C:1]2[CH:2]=[CH:3][CH:4]=[CH:5][CH:6]=2)[N:8]2[N:12]=[C:11]([C:13]3[CH:18]=[CH:17][CH:16]=[CH:15][C:14]=3[C:19]3[CH:24]=[CH:23][C:22]([CH2:25][N:26]([C:33]4[CH:34]=[C:35]([CH:41]=[CH:42][CH:43]=4)[C:36]([OH:38])=[O:37])[C:27](=[O:32])[CH2:28][CH2:29][CH2:30][CH3:31])=[CH:21][CH:20]=3)[N:10]=[N:9]2)[CH:45]=[CH:46][CH:47]=[CH:48][CH:49]=1, predict the reactants needed to synthesize it. (6) Given the product [CH3:32][CH2:31][O:33][C:13]([CH3:10])=[O:14].[CH3:17][CH2:18][CH2:2][CH:3]([CH3:15])[CH3:4], predict the reactants needed to synthesize it. The reactants are: Cl[C:2]1[CH:18]=[CH:17]C(C(F)(F)F)=[CH:15][C:3]=1[C:4](N[C@H]1CC[C@H:10]([CH:13]=[O:14])CC1)=O.NC1C=NC=C(C)C=1.[C:31](O[BH-](OC(=O)C)OC(=O)C)(=[O:33])[CH3:32].[Na+]. (7) The reactants are: Cl[C:2]1[N:7]=[C:6]([N:8]2[CH2:13][CH2:12][CH2:11][C@@H:10]([N:14]([CH2:27][CH3:28])[C:15]3[CH:22]=[CH:21][C:18]([C:19]#[N:20])=[C:17]([C:23]([F:26])([F:25])[F:24])[CH:16]=3)[CH2:9]2)[CH:5]=[CH:4][N:3]=1.[H][H]. Given the product [CH2:27]([N:14]([C@@H:10]1[CH2:11][CH2:12][CH2:13][N:8]([C:6]2[CH:5]=[CH:4][N:3]=[CH:2][N:7]=2)[CH2:9]1)[C:15]1[CH:22]=[CH:21][C:18]([C:19]#[N:20])=[C:17]([C:23]([F:25])([F:26])[F:24])[CH:16]=1)[CH3:28], predict the reactants needed to synthesize it. (8) Given the product [C:19]([O:18][C:16]([N:14]1[CH2:15][CH:12]([N:8]2[C:4]3=[N:5][CH:6]=[N:7][C:2]([NH2:1])=[C:3]3[C:10]([S:29][C:23]3[CH:28]=[CH:27][CH:26]=[CH:25][CH:24]=3)=[N:9]2)[CH2:13]1)=[O:17])([CH3:22])([CH3:21])[CH3:20], predict the reactants needed to synthesize it. The reactants are: [NH2:1][C:2]1[N:7]=[CH:6][N:5]=[C:4]2[N:8]([CH:12]3[CH2:15][N:14]([C:16]([O:18][C:19]([CH3:22])([CH3:21])[CH3:20])=[O:17])[CH2:13]3)[N:9]=[C:10](I)[C:3]=12.[C:23]1([SH:29])[CH:28]=[CH:27][CH:26]=[CH:25][CH:24]=1.C([O-])([O-])=O.[K+].[K+]. (9) Given the product [Cl:13][C:14]1[CH:15]=[CH:16][C:17]2[N:18]([N:20]=[C:21]([C:34]3[CH:35]=[CH:36][CH:37]=[CH:38][CH:39]=3)[C:22]=2[CH2:23][C:24]2[N:29]=[C:28]([C:30]3[NH:32][C:8](=[O:9])[O:10][N:31]=3)[CH:27]=[CH:26][CH:25]=2)[CH:19]=1, predict the reactants needed to synthesize it. The reactants are: N1C=CC=CC=1.Cl[C:8]([O:10]CC)=[O:9].[Cl:13][C:14]1[CH:15]=[CH:16][C:17]2[N:18]([N:20]=[C:21]([C:34]3[CH:39]=[CH:38][CH:37]=[CH:36][CH:35]=3)[C:22]=2[CH2:23][C:24]2[N:29]=[C:28]([C:30]([NH:32]O)=[NH:31])[CH:27]=[CH:26][CH:25]=2)[CH:19]=1.Cl.